This data is from Peptide-MHC class I binding affinity with 185,985 pairs from IEDB/IMGT. The task is: Regression. Given a peptide amino acid sequence and an MHC pseudo amino acid sequence, predict their binding affinity value. This is MHC class I binding data. (1) The peptide sequence is TYLALMATF. The MHC is HLA-A24:03 with pseudo-sequence HLA-A24:03. The binding affinity (normalized) is 0.874. (2) The peptide sequence is MMQVWIQPL. The MHC is HLA-A02:12 with pseudo-sequence HLA-A02:12. The binding affinity (normalized) is 0.936. (3) The peptide sequence is NSSYWRQGY. The MHC is HLA-B40:01 with pseudo-sequence HLA-B40:01. The binding affinity (normalized) is 0.0847. (4) The peptide sequence is AVSFRNLAY. The MHC is HLA-A02:01 with pseudo-sequence HLA-A02:01. The binding affinity (normalized) is 0.213.